Dataset: Full USPTO retrosynthesis dataset with 1.9M reactions from patents (1976-2016). Task: Predict the reactants needed to synthesize the given product. (1) Given the product [Cl:22][C:4]1[C:3]2[C:7](=[CH:8][CH:9]=[C:10]([C:11]([O:13][CH3:14])=[O:12])[C:2]=2[Cl:1])[NH:6][CH:5]=1, predict the reactants needed to synthesize it. The reactants are: [Cl:1][C:2]1[C:10]([C:11]([O:13][CH3:14])=[O:12])=[CH:9][CH:8]=[C:7]2[C:3]=1[CH:4]=[CH:5][NH:6]2.C1C(=O)N([Cl:22])C(=O)C1. (2) Given the product [Cl:21][C:4]1[CH:3]=[CH:2][C:1]([C:7]2[NH:8][C:9]3[CH:10]=[CH:11][CH:12]=[C:13]4[C:19](=[O:20])[NH:18][CH2:17][CH2:16][C:15]=2[C:14]=34)=[CH:6][CH:5]=1, predict the reactants needed to synthesize it. The reactants are: [C:1]1([C:7]2[NH:8][C:9]3[CH:10]=[CH:11][CH:12]=[C:13]4[C:19](=[O:20])[NH:18][CH2:17][CH2:16][C:15]=2[C:14]=34)[CH:6]=[CH:5][CH:4]=[CH:3][CH:2]=1.[Cl:21]C1C=CC(B(O)O)=CC=1.